From a dataset of Forward reaction prediction with 1.9M reactions from USPTO patents (1976-2016). Predict the product of the given reaction. (1) Given the reactants [Na].[N:2]1[C:11]2[C:6](=[CH:7][CH:8]=[CH:9][CH:10]=2)[CH:5]=[CH:4][C:3]=1[CH2:12][O:13][C:14]1[CH:15]=[C:16]([CH:30]=[CH:31][CH:32]=1)[O:17][CH2:18][C:19]1[CH:24]=[CH:23][C:22]([C:25]2[NH:29][N:28]=[N:27][N:26]=2)=[CH:21][CH:20]=1.[CH2:33]([O:35][C:36](=[O:39])CBr)[CH3:34].[CH2:40](O)C, predict the reaction product. The product is: [CH3:40][CH2:34][CH2:33][O:35][C:36]([N:27]1[N:26]=[C:25]([C:22]2[CH:23]=[CH:24][C:19]([CH2:18][O:17][C:16]3[CH:30]=[CH:31][CH:32]=[C:14]([O:13][CH2:12][C:3]4[CH:4]=[CH:5][C:6]5[C:11](=[CH:10][CH:9]=[CH:8][CH:7]=5)[N:2]=4)[CH:15]=3)=[CH:20][CH:21]=2)[N:29]=[N:28]1)=[O:39]. (2) The product is: [C:12]([C:16]1[S:17][C:18]([CH2:21][NH:11][C:1]23[CH2:8][CH:7]4[CH2:6][CH:5]([CH2:4][CH:3]([CH2:9]4)[CH2:2]2)[CH2:10]3)=[CH:19][N:20]=1)([CH3:15])([CH3:14])[CH3:13]. Given the reactants [C:1]12([NH2:11])[CH2:10][CH:5]3[CH2:6][CH:7]([CH2:9][CH:3]([CH2:4]3)[CH2:2]1)[CH2:8]2.[C:12]([C:16]1[S:17][C:18]([CH:21]=O)=[CH:19][N:20]=1)([CH3:15])([CH3:14])[CH3:13], predict the reaction product. (3) The product is: [F:1][C:2]1[CH:7]=[C:6]([C:32]2[N:37]=[N:36][C:35]([N:38]([CH3:49])[CH:39]3[CH2:44][C:43]([CH3:45])([CH3:46])[NH:42][C:41]([CH3:48])([CH3:47])[CH2:40]3)=[CH:34][CH:33]=2)[C:5]([O:17][CH3:18])=[CH:4][C:3]=1[C:19]1[CH:20]=[N:21][N:22]([C:24]([O:26][C:27]([CH3:28])([CH3:29])[CH3:30])=[O:25])[CH:23]=1. Given the reactants [F:1][C:2]1[CH:7]=[C:6](B2OC(C)(C)C(C)(C)O2)[C:5]([O:17][CH3:18])=[CH:4][C:3]=1[C:19]1[CH:20]=[N:21][N:22]([C:24]([O:26][C:27]([CH3:30])([CH3:29])[CH3:28])=[O:25])[CH:23]=1.Cl[C:32]1[N:37]=[N:36][C:35]([N:38]([CH3:49])[CH:39]2[CH2:44][C:43]([CH3:46])([CH3:45])[NH:42][C:41]([CH3:48])([CH3:47])[CH2:40]2)=[CH:34][CH:33]=1.P([O-])([O-])([O-])=O.[K+].[K+].[K+].COC1C=CC=C(OC)C=1C1C=CC=CC=1P(C1CCCCC1)C1CCCCC1, predict the reaction product. (4) The product is: [F:1][C:2]1[CH:7]=[CH:6][CH:5]=[CH:4][C:3]=1[C:8]([NH:10][C:11]1[CH:20]=[CH:19][C:14]([C:15]([NH:22][NH2:23])=[O:16])=[CH:13][CH:12]=1)=[O:9]. Given the reactants [F:1][C:2]1[CH:7]=[CH:6][CH:5]=[CH:4][C:3]=1[C:8]([NH:10][C:11]1[CH:20]=[CH:19][C:14]([C:15](OC)=[O:16])=[CH:13][CH:12]=1)=[O:9].O.[NH2:22][NH2:23], predict the reaction product. (5) The product is: [Cl:1][C:2]1[N:7]=[CH:6][C:5]([S:8]([N:11]([CH:17]2[CH2:21][CH2:20][CH2:19][CH2:18]2)[CH2:12][CH:13]2[CH2:14][O:15][C:24]([CH3:26])([CH3:25])[O:16]2)(=[O:9])=[O:10])=[CH:4][CH:3]=1. Given the reactants [Cl:1][C:2]1[N:7]=[CH:6][C:5]([S:8]([N:11]([CH:17]2[CH2:21][CH2:20][CH2:19][CH2:18]2)[CH2:12][CH:13]([OH:16])[CH2:14][OH:15])(=[O:10])=[O:9])=[CH:4][CH:3]=1.CO[C:24](OC)([CH3:26])[CH3:25].CC1C=CC(S(O)(=O)=O)=CC=1, predict the reaction product. (6) Given the reactants [CH2:1]([O:3][C:4]([C:6]1[C:14]2[C:9](=[CH:10][CH:11]=[C:12]([OH:15])[CH:13]=2)[N:8]([C:16]2[CH:21]=[CH:20][C:19]([CH:22]([CH3:24])[CH3:23])=[CH:18][CH:17]=2)[C:7]=1[CH2:25][C:26]([O:28][CH2:29][CH3:30])=[O:27])=[O:5])[CH3:2].[Cl:31][C:32]1[CH:33]=[C:34](B(O)O)[CH:35]=[CH:36][CH:37]=1, predict the reaction product. The product is: [CH2:1]([O:3][C:4]([C:6]1[C:14]2[C:9](=[CH:10][CH:11]=[C:12]([O:15][C:36]3[CH:35]=[CH:34][CH:33]=[C:32]([Cl:31])[CH:37]=3)[CH:13]=2)[N:8]([C:16]2[CH:17]=[CH:18][C:19]([CH:22]([CH3:24])[CH3:23])=[CH:20][CH:21]=2)[C:7]=1[CH2:25][C:26]([O:28][CH2:29][CH3:30])=[O:27])=[O:5])[CH3:2]. (7) Given the reactants I[C:2]1[C:10]2[C:5](=[CH:6][CH:7]=[C:8]([NH:11][C:12](=[O:18])[O:13][C:14]([CH3:17])([CH3:16])[CH3:15])[CH:9]=2)[NH:4][N:3]=1.CC1(C)C(C)(C)OB([C:27]2[CH:32]=[CH:31][C:30]([N:33]3[CH2:38][CH2:37][CH:36]([OH:39])[CH2:35][CH2:34]3)=[CH:29][CH:28]=2)O1.C([O-])([O-])=O.[Na+].[Na+], predict the reaction product. The product is: [OH:39][CH:36]1[CH2:37][CH2:38][N:33]([C:30]2[CH:31]=[CH:32][C:27]([C:2]3[C:10]4[C:5](=[CH:6][CH:7]=[C:8]([NH:11][C:12](=[O:18])[O:13][C:14]([CH3:17])([CH3:16])[CH3:15])[CH:9]=4)[NH:4][N:3]=3)=[CH:28][CH:29]=2)[CH2:34][CH2:35]1. (8) The product is: [CH3:14][C:15]1[N:8]([C:7]2[C:2]([C:13]3[CH:14]=[CH:15][C:16]([F:17])=[C:11]([CH:12]=3)[C:9]#[N:10])=[N:3][CH:4]=[CH:5][CH:6]=2)[C:12]([CH3:13])=[CH:11][CH:16]=1. Given the reactants Cl[C:2]1[C:7]([NH2:8])=[CH:6][CH:5]=[CH:4][N:3]=1.[C:9]([C:11]1[CH:12]=[C:13](B(O)O)[CH:14]=[CH:15][C:16]=1[F:17])#[N:10].C(=O)([O-])[O-].[Na+].[Na+], predict the reaction product.